Dataset: Catalyst prediction with 721,799 reactions and 888 catalyst types from USPTO. Task: Predict which catalyst facilitates the given reaction. (1) Reactant: [Si:1]([C@@H:8]1[C@@H:12]([CH2:13][Si](C(C)(C)C)(C)C)[O:11][C@@H:10]([N:21]2[C:25]3[N:26]=[CH:27][N:28]=[C:29]([NH2:30])[C:24]=3[C:23]([CH3:31])=[CH:22]2)[CH2:9]1)([C:4]([CH3:7])([CH3:6])[CH3:5])([CH3:3])[CH3:2].C(OCC)(=[O:34])C.ClCCl.C1(C)C=CC=CC=1. Product: [NH2:30][C:29]1[C:24]2[C:23]([CH3:31])=[CH:22][N:21]([C@@H:10]3[O:11][C@H:12]([CH2:13][OH:34])[C@@H:8]([Si:1]([C:4]([CH3:6])([CH3:5])[CH3:7])([CH3:2])[CH3:3])[CH2:9]3)[C:25]=2[N:26]=[CH:27][N:28]=1. The catalyst class is: 1. (2) Reactant: O.NN.[F:4][C:5]1[CH:10]=[CH:9][C:8]([CH:11]([C:30]2[CH:35]=[CH:34][C:33]([F:36])=[CH:32][CH:31]=2)[N:12]2[CH2:17][CH2:16][CH:15]([O:18][N:19]3[C:27](=[O:28])C4C(=CC=CC=4)C3=O)[CH2:14][CH2:13]2)=[CH:7][CH:6]=1.[F:37][C:38]1[CH:43]=[CH:42][C:41]([N:44]=C=O)=[CH:40][CH:39]=1. Product: [F:36][C:33]1[CH:34]=[CH:35][C:30]([CH:11]([C:8]2[CH:9]=[CH:10][C:5]([F:4])=[CH:6][CH:7]=2)[N:12]2[CH2:17][CH2:16][CH:15]([O:18][NH:19][C:27]([NH:44][C:41]3[CH:42]=[CH:43][C:38]([F:37])=[CH:39][CH:40]=3)=[O:28])[CH2:14][CH2:13]2)=[CH:31][CH:32]=1. The catalyst class is: 2. (3) Reactant: [F:1][C:2]([F:37])([F:36])[C:3]1[CH:4]=[C:5]([CH:29]=[C:30]([C:32]([F:35])([F:34])[F:33])[CH:31]=1)[C:6]([N:8]1[CH2:13][CH2:12][N:11]([CH2:14][C:15]#[C:16][CH2:17][Cl:18])[CH2:10][C@H:9]1[CH2:19][C:20]1[C:28]2[C:23](=[CH:24][CH:25]=[CH:26][CH:27]=2)[NH:22][CH:21]=1)=[O:7].[CH3:38][O:39][CH2:40][C@H:41]1[CH2:45][CH2:44][CH2:43][NH:42]1.C(=O)([O-])[O-].[K+].[K+].[I-].[K+]. Product: [ClH:18].[ClH:18].[F:1][C:2]([F:37])([F:36])[C:3]1[CH:4]=[C:5]([CH:29]=[C:30]([C:32]([F:35])([F:34])[F:33])[CH:31]=1)[C:6]([N:8]1[CH2:13][CH2:12][N:11]([CH2:14][C:15]#[C:16][CH2:17][N:42]2[CH2:43][CH2:44][CH2:45][C@@H:41]2[CH2:40][O:39][CH3:38])[CH2:10][C@H:9]1[CH2:19][C:20]1[C:28]2[C:23](=[CH:24][CH:25]=[CH:26][CH:27]=2)[NH:22][CH:21]=1)=[O:7]. The catalyst class is: 35. (4) Reactant: [CH2:1]1[C@@H:9]2[N:4]([C:5](=[O:11])[CH2:6][C:7](=O)[CH2:8]2)[CH2:3][CH2:2]1.[NH:12]1[CH2:16][CH2:15][CH2:14][CH2:13]1. Product: [NH:4]1[CH2:9][CH2:1][CH2:2][CH2:3]1.[N:12]1([C:7]2[CH2:8][C@H:9]3[N:4]([CH2:3][CH2:2][CH2:1]3)[C:5](=[O:11])[CH:6]=2)[CH2:16][CH2:15][CH2:14][CH2:13]1. The catalyst class is: 8.